Dataset: Forward reaction prediction with 1.9M reactions from USPTO patents (1976-2016). Task: Predict the product of the given reaction. (1) Given the reactants Br[C:2]1[CH:24]=[CH:23][CH:22]=[CH:21][C:3]=1[CH2:4][C:5]1[S:6][C:7]([CH2:17][C:18]([OH:20])=[O:19])=[C:8]([C:10]2[CH:15]=[CH:14][C:13]([F:16])=[CH:12][CH:11]=2)[N:9]=1.[F:25][C:26]([F:38])([F:37])[O:27][C:28]1[CH:29]=[C:30](B(O)O)[CH:31]=[CH:32][CH:33]=1, predict the reaction product. The product is: [F:16][C:13]1[CH:14]=[CH:15][C:10]([C:8]2[N:9]=[C:5]([CH2:4][C:3]3[CH:21]=[CH:22][CH:23]=[CH:24][C:2]=3[C:30]3[CH:31]=[CH:32][CH:33]=[C:28]([O:27][C:26]([F:25])([F:37])[F:38])[CH:29]=3)[S:6][C:7]=2[CH2:17][C:18]([OH:20])=[O:19])=[CH:11][CH:12]=1. (2) Given the reactants [CH3:1][O:2][C:3]1[CH:4]=[C:5]([C@@H:9]([N:11]([CH3:20])[C@H:12]([C:14]2[CH:19]=[CH:18][CH:17]=[CH:16][CH:15]=2)[CH3:13])[CH3:10])[CH:6]=[CH:7][CH:8]=1.[CH3:21]N(C)C=O.C[I:27], predict the reaction product. The product is: [I-:27].[CH3:1][O:2][C:3]1[CH:4]=[C:5]([C@@H:9]([N+:11]([CH3:21])([CH3:20])[C@H:12]([C:14]2[CH:19]=[CH:18][CH:17]=[CH:16][CH:15]=2)[CH3:13])[CH3:10])[CH:6]=[CH:7][CH:8]=1. (3) Given the reactants C([C:3]1[CH:4]=[C:5]([NH2:9])[CH:6]=[CH:7][CH:8]=1)#C.ClC1C(C#N)=[C:15]([NH:19][C:20]2C=CC=[C:22]([C:26]#C)[CH:21]=2)N=CN=1.C(C1C=C(N2C3C4C(=C(C(O)=O)SC=4N=CN=3)NC2=O)C=CC=1)#C.N1CCCC1.ClCC1C=CC([N+]([O-])=O)=CC=1, predict the reaction product. The product is: [N:19]1([CH2:15][C:8]2[CH:3]=[CH:4][C:5]([NH2:9])=[CH:6][CH:7]=2)[CH2:20][CH2:21][CH2:22][CH2:26]1. (4) Given the reactants [CH2:1]1[CH:5]2[CH2:6][NH:7][CH2:8][CH:4]2[CH2:3][N:2]1[C:9]1[CH:18]=[N:17][C:16]2[C:11](=[CH:12][CH:13]=[CH:14][CH:15]=2)[N:10]=1.[N:19]1[CH:24]=[CH:23][CH:22]=[C:21]([C:25]2[CH:33]=[CH:32][CH:31]=[CH:30][C:26]=2[C:27](O)=[O:28])[CH:20]=1, predict the reaction product. The product is: [N:19]1[CH:24]=[CH:23][CH:22]=[C:21]([C:25]2[CH:33]=[CH:32][CH:31]=[CH:30][C:26]=2[C:27]([N:7]2[CH2:8][CH:4]3[CH:5]([CH2:1][N:2]([C:9]4[CH:18]=[N:17][C:16]5[C:11](=[CH:12][CH:13]=[CH:14][CH:15]=5)[N:10]=4)[CH2:3]3)[CH2:6]2)=[O:28])[CH:20]=1. (5) Given the reactants [F:1][C:2]1[CH:10]=[CH:9][CH:8]=[C:7]2[C:3]=1[CH:4]=[CH:5][NH:6]2.[C:11]([O:15][C:16]([N:18]1[CH2:23][CH2:22][C:21](=O)[CH2:20][CH2:19]1)=[O:17])([CH3:14])([CH3:13])[CH3:12].N1CCCC1, predict the reaction product. The product is: [C:11]([O:15][C:16]([N:18]1[CH2:19][CH:20]=[C:21]([C:4]2[C:3]3[C:7](=[CH:8][CH:9]=[CH:10][C:2]=3[F:1])[NH:6][CH:5]=2)[CH2:22][CH2:23]1)=[O:17])([CH3:14])([CH3:12])[CH3:13]. (6) Given the reactants [CH:1]1([C:4](=O)[CH2:5][C:6](=O)[C:7]([F:10])([F:9])[F:8])[CH2:3][CH2:2]1.O.[NH2:14][NH2:15], predict the reaction product. The product is: [CH:1]1([C:4]2[CH:5]=[C:6]([C:7]([F:10])([F:9])[F:8])[NH:15][N:14]=2)[CH2:3][CH2:2]1.